From a dataset of Full USPTO retrosynthesis dataset with 1.9M reactions from patents (1976-2016). Predict the reactants needed to synthesize the given product. (1) Given the product [Cl:1][C:2]1[C:9]2[O:10][CH2:12][O:11][C:8]=2[CH:7]=[C:4]([CH:5]=[O:6])[CH:3]=1, predict the reactants needed to synthesize it. The reactants are: [Cl:1][C:2]1[CH:3]=[C:4]([CH:7]=[C:8]([OH:11])[C:9]=1[OH:10])[CH:5]=[O:6].[C:12]([O-])([O-])=O.[Cs+].[Cs+].O. (2) Given the product [C:12]([C:9]1[CH:8]=[C:7]([CH2:54][CH2:53][C:52]([NH:23][CH2:24][C:25]2[CH:30]=[CH:29][CH:28]=[C:27]([NH:31][C:32](=[NH:33])[C:34]3[S:35][CH:36]=[CH:37][CH:38]=3)[CH:26]=2)=[O:39])[CH:6]=[C:5]([C:1]([CH3:4])([CH3:3])[CH3:2])[C:10]=1[OH:11])([CH3:15])([CH3:14])[CH3:13], predict the reactants needed to synthesize it. The reactants are: [C:1]([C:5]1[CH:6]=[C:7](C(C)C(O)=O)[CH:8]=[C:9]([C:12]([CH3:15])([CH3:14])[CH3:13])[C:10]=1[OH:11])([CH3:4])([CH3:3])[CH3:2].Cl.Cl.[NH2:23][CH2:24][C:25]1[CH:26]=[C:27]([NH:31][C:32]([C:34]2[S:35][CH:36]=[CH:37][CH:38]=2)=[NH:33])[CH:28]=[CH:29][CH:30]=1.[OH:39]N1C2C=CC=CC=2N=N1.Cl.CN(C)[CH2:52][CH2:53][CH2:54]N=C=NCC.CCN(CC)CC. (3) Given the product [CH2:1]([C:3]1[O:7][C:6]([C:8]2[CH:13]=[CH:12][CH:11]=[C:10]([O:14][CH3:15])[CH:9]=2)=[N:5][C:4]=1[CH2:16][O:17][C@H:18]1[CH2:23][CH2:22][CH2:21][C@@H:20]([CH2:24][O:25][C:26]([CH3:34])([CH3:35])[C:27]([OH:29])=[O:28])[CH2:19]1)[CH3:2], predict the reactants needed to synthesize it. The reactants are: [CH2:1]([C:3]1[O:7][C:6]([C:8]2[CH:13]=[CH:12][CH:11]=[C:10]([O:14][CH3:15])[CH:9]=2)=[N:5][C:4]=1[CH2:16][O:17][C@H:18]1[CH2:23][CH2:22][CH2:21][C@@H:20]([CH2:24][O:25][C:26]([CH3:35])([CH3:34])[C:27]([O:29]C(C)(C)C)=[O:28])[CH2:19]1)[CH3:2]. (4) Given the product [C:34]([O:33][C:31](=[O:32])[N:19]([C:16]1[CH:17]=[CH:18][C:9]2[N:8]([C:5]3[CH:6]=[CH:7][C:2]([Cl:1])=[CH:3][CH:4]=3)[C:13](=[O:14])[CH2:12][O:11][C:10]=2[N:15]=1)[CH2:20][C:21]1[CH:26]=[CH:25][C:24]([O:27][CH3:28])=[CH:23][C:22]=1[O:29][CH3:30])([CH3:37])([CH3:36])[CH3:35], predict the reactants needed to synthesize it. The reactants are: [Cl:1][C:2]1[CH:7]=[CH:6][C:5]([N:8]2[C:13](=[O:14])[CH2:12][O:11][C:10]3[N:15]=[C:16]([NH:19][CH2:20][C:21]4[CH:26]=[CH:25][C:24]([O:27][CH3:28])=[CH:23][C:22]=4[O:29][CH3:30])[CH:17]=[CH:18][C:9]2=3)=[CH:4][CH:3]=1.[C:31](O[C:31]([O:33][C:34]([CH3:37])([CH3:36])[CH3:35])=[O:32])([O:33][C:34]([CH3:37])([CH3:36])[CH3:35])=[O:32].O. (5) Given the product [C:1]([NH:4][C:5]1[C:6]([CH3:22])=[C:7]2[C:11]([C:24]3[C:9]([CH2:15][C:16]4[CH:17]=[CH:18][CH:19]=[CH:20][CH:21]=4)([CH2:8]2)[CH2:10][CH2:27][C:25](=[O:26])[CH:23]=3)=[CH:12][CH:13]=1)(=[O:3])[CH3:2], predict the reactants needed to synthesize it. The reactants are: [C:1]([NH:4][C:5]1[C:6]([CH3:22])=[C:7]2[C:11](=[CH:12][CH:13]=1)[C:10](=O)[CH:9]([CH2:15][C:16]1[CH:21]=[CH:20][CH:19]=[CH:18][CH:17]=1)[CH2:8]2)(=[O:3])[CH3:2].[CH:23]([C:25]([CH3:27])=[O:26])=[CH2:24].C[O-].[Na+]. (6) Given the product [CH3:1][S:2]([O:5][C@H:28]1[CH2:27][C:26]([CH3:31])([CH3:32])[CH2:25][C:24]2[N:23]=[C:22]([CH:33]3[CH2:34][CH2:35][N:36]([C:39]4[N:40]=[CH:41][C:42]([O:45][CH2:46][CH2:47][CH2:48][S:49]([CH3:52])(=[O:50])=[O:51])=[CH:43][N:44]=4)[CH2:37][CH2:38]3)[C:21]([C@@H:53]([F:64])[C:54]3[CH:55]=[CH:56][C:57]([C:60]([F:62])([F:61])[F:63])=[CH:58][CH:59]=3)=[C:20]([CH:17]3[CH2:18][CH2:19][C:14]([F:65])([F:13])[CH2:15][CH2:16]3)[C:29]1=2)(=[O:4])=[O:3], predict the reactants needed to synthesize it. The reactants are: [CH3:1][S:2]([OH:5])(=[O:4])=[O:3].C(OC(C)C)(=O)C.[F:13][C:14]1([F:65])[CH2:19][CH2:18][CH:17]([C:20]2[C:29]3[C@@H:28](O)[CH2:27][C:26]([CH3:32])([CH3:31])[CH2:25][C:24]=3[N:23]=[C:22]([CH:33]3[CH2:38][CH2:37][N:36]([C:39]4[N:44]=[CH:43][C:42]([O:45][CH2:46][CH2:47][CH2:48][S:49]([CH3:52])(=[O:51])=[O:50])=[CH:41][N:40]=4)[CH2:35][CH2:34]3)[C:21]=2[C@@H:53]([F:64])[C:54]2[CH:59]=[CH:58][C:57]([C:60]([F:63])([F:62])[F:61])=[CH:56][CH:55]=2)[CH2:16][CH2:15]1.